Dataset: CYP2C9 inhibition data for predicting drug metabolism from PubChem BioAssay. Task: Regression/Classification. Given a drug SMILES string, predict its absorption, distribution, metabolism, or excretion properties. Task type varies by dataset: regression for continuous measurements (e.g., permeability, clearance, half-life) or binary classification for categorical outcomes (e.g., BBB penetration, CYP inhibition). Dataset: cyp2c9_veith. The drug is COc1cc2c(cc1O)[C@H]1Cc3ccc(OC)c(O)c3CN1CC2. The result is 0 (non-inhibitor).